This data is from Forward reaction prediction with 1.9M reactions from USPTO patents (1976-2016). The task is: Predict the product of the given reaction. (1) Given the reactants Br[C:2]1[C:3]([N:22]2[CH2:26][C@@H:25]([OH:27])[C@@H:24]([OH:28])[CH2:23]2)=[N:4][CH:5]=[C:6]([CH:21]=1)[C:7]([NH:9][C:10]1[CH:15]=[CH:14][C:13]([O:16][C:17]([F:20])([F:19])[F:18])=[CH:12][CH:11]=1)=[O:8].[F:29][C:30]1[CH:31]=[C:32](B(O)O)[CH:33]=[N:34][CH:35]=1, predict the reaction product. The product is: [OH:28][C@H:24]1[C@@H:25]([OH:27])[CH2:26][N:22]([C:3]2[C:2]([C:32]3[CH:33]=[N:34][CH:35]=[C:30]([F:29])[CH:31]=3)=[CH:21][C:6]([C:7]([NH:9][C:10]3[CH:15]=[CH:14][C:13]([O:16][C:17]([F:20])([F:19])[F:18])=[CH:12][CH:11]=3)=[O:8])=[CH:5][N:4]=2)[CH2:23]1. (2) Given the reactants [F:1][C:2]1[CH:19]=[CH:18][C:5]([CH2:6][CH:7]2[CH2:12][CH2:11][N:10]([C:13](=[O:17])[C:14]([OH:16])=O)[CH2:9][CH2:8]2)=[CH:4][CH:3]=1.[NH2:20][C:21]1[CH:22]=[C:23]([OH:27])[CH:24]=[CH:25][CH:26]=1, predict the reaction product. The product is: [F:1][C:2]1[CH:3]=[CH:4][C:5]([CH2:6][CH:7]2[CH2:8][CH2:9][N:10]([C:13](=[O:17])[C:14]([NH:20][C:21]3[CH:26]=[CH:25][CH:24]=[C:23]([OH:27])[CH:22]=3)=[O:16])[CH2:11][CH2:12]2)=[CH:18][CH:19]=1. (3) Given the reactants [Cl:1][C:2]1[CH:7]=[C:6]([Cl:8])[CH:5]=[CH:4][C:3]=1[C:9]1[C:14]([CH2:15][OH:16])=[CH:13][N:12]=[C:11]([NH:17][CH2:18][CH2:19][NH:20]C(OC(C)(C)C)=O)[N:10]=1, predict the reaction product. The product is: [NH2:20][CH2:19][CH2:18][NH:17][C:11]1[N:10]=[C:9]([C:3]2[CH:4]=[CH:5][C:6]([Cl:8])=[CH:7][C:2]=2[Cl:1])[C:14]([CH2:15][OH:16])=[CH:13][N:12]=1. (4) Given the reactants Cl[C:2]1[N:7]=[C:6]([N:8]([C@H:10]([C:12]2[CH:17]=[CH:16][C:15]([F:18])=[CH:14][CH:13]=2)[CH3:11])[CH3:9])[CH:5]=[C:4]([C:19]2[CH:20]=[N:21][N:22]([CH3:24])[CH:23]=2)[CH:3]=1.[NH2:25][C:26]1[CH:31]=[N:30][CH:29]=[CH:28][N:27]=1.C1(P(C2CCCCC2)C2C=CC=CC=2C2C(C(C)C)=CC(C(C)C)=CC=2C(C)C)CCCCC1.CC(C)([O-])C.[Na+], predict the reaction product. The product is: [F:18][C:15]1[CH:16]=[CH:17][C:12]([C@@H:10]([N:8]([CH3:9])[C:6]2[CH:5]=[C:4]([C:19]3[CH:20]=[N:21][N:22]([CH3:24])[CH:23]=3)[CH:3]=[C:2]([NH:25][C:26]3[CH:31]=[N:30][CH:29]=[CH:28][N:27]=3)[N:7]=2)[CH3:11])=[CH:13][CH:14]=1. (5) Given the reactants C[C:2]1[CH:7]=[CH:6][C:5]([N+:8]([O-:10])=[O:9])=[CH:4][C:3]=1[OH:11].Br[CH2:13][C:14]([O:16][CH3:17])=[O:15].[C:18](=O)([O-])[O-].[K+].[K+], predict the reaction product. The product is: [CH3:18][C:4]1[C:5]([N+:8]([O-:10])=[O:9])=[CH:6][CH:7]=[CH:2][C:3]=1[O:11][CH2:13][C:14]([O:16][CH3:17])=[O:15].